From a dataset of Forward reaction prediction with 1.9M reactions from USPTO patents (1976-2016). Predict the product of the given reaction. (1) Given the reactants [OH:1][C:2]1[CH:3]=[C:4]2[C:8](=[CH:9][CH:10]=1)[N:7](CC(F)(F)F)[C:6]([C:16]([N:18]1[CH2:23][CH2:22][O:21][CH2:20][CH2:19]1)=[O:17])=[CH:5]2.OC1C=C2C(=CC=1)NC(C(O)=O)=C2.N1CCOCC1, predict the reaction product. The product is: [OH:1][C:2]1[CH:3]=[C:4]2[C:8](=[CH:9][CH:10]=1)[NH:7][C:6]([C:16]([N:18]1[CH2:19][CH2:20][O:21][CH2:22][CH2:23]1)=[O:17])=[CH:5]2. (2) Given the reactants [N:1]12[CH2:8][CH2:7][C:4]([C:9]([C:17]3[CH:22]=[CH:21][CH:20]=[CH:19][CH:18]=3)([C:11]3[CH:16]=[CH:15][CH:14]=[CH:13][CH:12]=3)O)([CH2:5][CH2:6]1)[CH2:3][CH2:2]2.[Al+3].[Cl-].[Cl-].[Cl-].[Si]([C:31]#[N:32])(C)(C)C.C([O-])([O-])=O.[K+].[K+], predict the reaction product. The product is: [N:1]12[CH2:8][CH2:7][C:4]([C:9]([C:17]3[CH:22]=[CH:21][CH:20]=[CH:19][CH:18]=3)([C:11]3[CH:16]=[CH:15][CH:14]=[CH:13][CH:12]=3)[C:31]#[N:32])([CH2:5][CH2:6]1)[CH2:3][CH2:2]2. (3) Given the reactants [NH2:1][CH2:2][CH2:3][O:4][C:5]1[CH:10]=[CH:9][C:8]([CH:11]2[CH2:16][CH2:15][N:14]([C:17]([O:19][CH2:20][C:21]3[CH:26]=[CH:25][CH:24]=[CH:23][CH:22]=3)=[O:18])[CH2:13][CH:12]2[O:27][CH2:28][C:29]2[CH:30]=[CH:31][C:32]3[O:37][CH2:36][CH2:35][N:34]([CH2:38][CH2:39][CH2:40][O:41][CH3:42])[C:33]=3[CH:43]=2)=[CH:7][CH:6]=1.[F:44][C:45]1[CH:50]=[CH:49][C:48]([CH2:51][CH:52]=O)=[CH:47][CH:46]=1.C([O-])(=O)C.[Na+].C([BH3-])#N.[Na+].C(=O)([O-])O.[Na+], predict the reaction product. The product is: [F:44][C:45]1[CH:50]=[CH:49][C:48]([CH2:51][CH2:52][NH:1][CH2:2][CH2:3][O:4][C:5]2[CH:6]=[CH:7][C:8]([CH:11]3[CH2:16][CH2:15][N:14]([C:17]([O:19][CH2:20][C:21]4[CH:26]=[CH:25][CH:24]=[CH:23][CH:22]=4)=[O:18])[CH2:13][CH:12]3[O:27][CH2:28][C:29]3[CH:30]=[CH:31][C:32]4[O:37][CH2:36][CH2:35][N:34]([CH2:38][CH2:39][CH2:40][O:41][CH3:42])[C:33]=4[CH:43]=3)=[CH:9][CH:10]=2)=[CH:47][CH:46]=1.